Dataset: Full USPTO retrosynthesis dataset with 1.9M reactions from patents (1976-2016). Task: Predict the reactants needed to synthesize the given product. (1) Given the product [ClH:49].[OH:45][CH2:44][C:41]1[CH:42]=[CH:43][C:38]([C:37]([N:15]2[CH2:14][C@H:13]([NH:12][C:11](=[O:47])[C@@H:9]([NH:7][CH3:6])[CH3:10])[C:19](=[O:20])[N:18]([CH2:21][C:22]3[C:31]4[C:26](=[CH:27][CH:28]=[CH:29][CH:30]=4)[CH:25]=[CH:24][C:23]=3[CH3:32])[C:17]3[CH:33]=[CH:34][CH:35]=[CH:36][C:16]2=3)=[O:46])=[CH:39][CH:40]=1, predict the reactants needed to synthesize it. The reactants are: C(O[C:6](=O)[N:7]([C@H:9]([C:11](=[O:47])[NH:12][C@@H:13]1[C:19](=[O:20])[N:18]([CH2:21][C:22]2[C:31]3[C:26](=[CH:27][CH:28]=[CH:29][CH:30]=3)[CH:25]=[CH:24][C:23]=2[CH3:32])[C:17]2[CH:33]=[CH:34][CH:35]=[CH:36][C:16]=2[N:15]([C:37](=[O:46])[C:38]2[CH:43]=[CH:42][C:41]([CH2:44][OH:45])=[CH:40][CH:39]=2)[CH2:14]1)[CH3:10])C)(C)(C)C.[ClH:49]. (2) Given the product [C:11]1([C:3]2[CH:4]=[CH:5][C:6]([F:8])=[CH:7][C:2]=2[F:1])[CH2:15][CH2:14][CH2:13][CH:12]=1, predict the reactants needed to synthesize it. The reactants are: [F:1][C:2]1[CH:7]=[C:6]([F:8])[CH:5]=[CH:4][C:3]=1[Mg]Br.[C:11]1(=O)[CH2:15][CH2:14][CH2:13][CH2:12]1.Cl. (3) Given the product [CH3:1][O:2][C:3]1[CH:4]=[CH:5][C:6]([NH:11][C:12]([C:14]2[C:18]3[N:19]=[C:20]([NH:30][C@@H:25]4[CH2:26][CH2:27][CH2:28][CH2:29][C@@H:24]4[NH2:31])[N:21]=[CH:22][C:17]=3[S:16][CH:15]=2)=[O:13])=[N:7][C:8]=1[O:9][CH3:10], predict the reactants needed to synthesize it. The reactants are: [CH3:1][O:2][C:3]1[CH:4]=[CH:5][C:6]([NH:11][C:12]([C:14]2[C:18]3[N:19]=[C:20](Cl)[N:21]=[CH:22][C:17]=3[S:16][CH:15]=2)=[O:13])=[N:7][C:8]=1[O:9][CH3:10].[C@@H:24]1([NH2:31])[CH2:29][CH2:28][CH2:27][CH2:26][C@@H:25]1[NH2:30].O.ClCCl. (4) Given the product [CH2:20]([N:15]1[C:12]2[C:13](=[O:14])[NH:8][C:9](=[O:28])[N:10]([CH3:27])[C:11]=2[C:17]([C:18]#[N:19])=[CH:16]1)[C:21]1[CH:26]=[CH:25][CH:24]=[CH:23][CH:22]=1, predict the reactants needed to synthesize it. The reactants are: C([N:8]1[C:13](=[O:14])[C:12]2[N:15]([CH2:20][C:21]3[CH:26]=[CH:25][CH:24]=[CH:23][CH:22]=3)[CH:16]=[C:17]([C:18]#[N:19])[C:11]=2[N:10]([CH3:27])[C:9]1=[O:28])C1C=CC=CC=1.B(Br)(Br)Br.CO. (5) Given the product [O:19]1[CH2:20][CH2:21][NH:22][C:23]2[N:24]=[CH:25][C:16]([C:14](=[O:15])[CH2:13][N:12]3[C:4]4=[N:3][C:2]([N:35]5[CH2:36][C@@H:31]6[CH2:37][C@H:34]5[CH2:33][O:32]6)=[CH:7][C:6](=[O:8])[N:5]4[CH2:9][CH2:10][C@H:11]3[C:26]([F:28])([F:27])[F:29])=[CH:17][C:18]1=2, predict the reactants needed to synthesize it. The reactants are: Cl[C:2]1[N:3]=[C:4]2[N:12]([CH2:13][C:14]([C:16]3[CH:25]=[N:24][C:23]4[NH:22][CH2:21][CH2:20][O:19][C:18]=4[CH:17]=3)=[O:15])[C@H:11]([C:26]([F:29])([F:28])[F:27])[CH2:10][CH2:9][N:5]2[C:6](=[O:8])[CH:7]=1.Cl.[C@H:31]12[CH2:37][C@H:34]([NH:35][CH2:36]1)[CH2:33][O:32]2.